Predict the reactants needed to synthesize the given product. From a dataset of Full USPTO retrosynthesis dataset with 1.9M reactions from patents (1976-2016). Given the product [NH2:40][C@H:10]([CH2:9][C:4]1[CH:3]=[C:2]([F:1])[CH:7]=[C:6]([F:8])[CH:5]=1)[C:11]([N:13]1[CH2:14][CH2:15][CH:16]([N:19]2[N:28]=[C:27]([C:29]3[CH:34]=[CH:33][C:32]([O:35][CH3:36])=[C:31]([O:37][CH3:38])[CH:30]=3)[C@@H:26]3[C@@H:21]([CH2:22][CH2:23][CH2:24][CH2:25]3)[C:20]2=[O:39])[CH2:17][CH2:18]1)=[O:12], predict the reactants needed to synthesize it. The reactants are: [F:1][C:2]1[CH:3]=[C:4]([CH2:9][C@@H:10]([NH:40]C(=O)OC(C)(C)C)[C:11]([N:13]2[CH2:18][CH2:17][CH:16]([N:19]3[N:28]=[C:27]([C:29]4[CH:34]=[CH:33][C:32]([O:35][CH3:36])=[C:31]([O:37][CH3:38])[CH:30]=4)[C@@H:26]4[C@@H:21]([CH2:22][CH2:23][CH2:24][CH2:25]4)[C:20]3=[O:39])[CH2:15][CH2:14]2)=[O:12])[CH:5]=[C:6]([F:8])[CH:7]=1.FC(F)(F)C(O)=O.C(=O)(O)[O-].[Na+].